Dataset: Forward reaction prediction with 1.9M reactions from USPTO patents (1976-2016). Task: Predict the product of the given reaction. (1) Given the reactants C[Si](C)(C)[C:3](=[O:5])[CH3:4].C1CCN2C(=NCCC2)CC1.[C:19]1([CH:25]=[CH:26][C:27]([C:29]2[CH:34]=[CH:33][CH:32]=[CH:31][CH:30]=2)=[O:28])[CH:24]=[CH:23][CH:22]=[CH:21][CH:20]=1.CC(O)C, predict the reaction product. The product is: [C:29]1([C:27](=[O:28])[CH2:26][CH:25]([C:19]2[CH:20]=[CH:21][CH:22]=[CH:23][CH:24]=2)[C:3](=[O:5])[CH3:4])[CH:34]=[CH:33][CH:32]=[CH:31][CH:30]=1. (2) Given the reactants Cl.[N:2]1([CH2:11][C:12]([OH:14])=O)[C:6]2[CH:7]=[CH:8][CH:9]=[CH:10][C:5]=2[N:4]=[N:3]1.[CH2:15]([C@H:22]1[CH2:26][NH:25][C@H:24]([C:27]([NH:29][C:30]2[CH:35]=[CH:34][C:33]([O:36][C:37]3[CH:42]=[CH:41][C:40]([F:43])=[CH:39][CH:38]=3)=[CH:32][CH:31]=2)=[O:28])[CH2:23]1)[C:16]1[CH:21]=[CH:20][CH:19]=[CH:18][CH:17]=1, predict the reaction product. The product is: [N:2]1([CH2:11][C:12]([N:25]2[CH2:26][C@H:22]([CH2:15][C:16]3[CH:21]=[CH:20][CH:19]=[CH:18][CH:17]=3)[CH2:23][C@H:24]2[C:27]([NH:29][C:30]2[CH:35]=[CH:34][C:33]([O:36][C:37]3[CH:42]=[CH:41][C:40]([F:43])=[CH:39][CH:38]=3)=[CH:32][CH:31]=2)=[O:28])=[O:14])[C:6]2[CH:7]=[CH:8][CH:9]=[CH:10][C:5]=2[N:4]=[N:3]1.